This data is from Forward reaction prediction with 1.9M reactions from USPTO patents (1976-2016). The task is: Predict the product of the given reaction. (1) Given the reactants [NH2:1][C:2]1[S:3][CH:4]=[C:5]2[C:10]=1[C:9](=[O:11])[N:8]([C:12]1[CH:17]=[CH:16][C:15]([Cl:18])=[CH:14][CH:13]=1)[N:7]=[C:6]2[C:19]([O:21][CH2:22][CH3:23])=[O:20].[CH:24](O)(C)C, predict the reaction product. The product is: [NH2:1][C:2]1[S:3][CH:4]=[C:5]2[C:10]=1[C:9](=[O:11])[N:8]([C:12]1[CH:13]=[CH:14][C:15]([Cl:18])=[CH:16][CH:17]=1)[N:7]=[C:6]2[C:19]([O:21][CH:22]([CH3:24])[CH3:23])=[O:20]. (2) The product is: [Cl:8][C:6]1[CH:7]=[C:2]([C:15]2[C:11]([CH3:10])=[N:12][O:13][C:14]=2[CH3:19])[N:3]=[C:4]([CH3:9])[N:5]=1. Given the reactants Cl[C:2]1[CH:7]=[C:6]([Cl:8])[N:5]=[C:4]([CH3:9])[N:3]=1.[CH3:10][C:11]1[C:15](B(O)O)=[C:14]([CH3:19])[O:13][N:12]=1.C1(P(C2C=CC=CC=2)C2C=CC=CC=2)C=CC=CC=1.C(=O)([O-])[O-].[Na+].[Na+], predict the reaction product. (3) Given the reactants [O:1]=[C:2]1[NH:7][C:6]2[CH:8]=[C:9](/[C:12](=[CH:15]\[C:16]3[CH:21]=[CH:20][CH:19]=[CH:18][CH:17]=3)/[CH:13]=O)[CH:10]=[CH:11][C:5]=2[O:4][CH2:3]1.[NH2:22][C:23]([NH2:25])=[S:24].O1CCOCC1.C([O-])(O)=O.[Na+], predict the reaction product. The product is: [NH2:25][C:23]1[S:24][CH:15]([C:16]2[CH:21]=[CH:20][CH:19]=[CH:18][CH:17]=2)[C:12]([C:9]2[CH:10]=[CH:11][C:5]3[O:4][CH2:3][C:2](=[O:1])[NH:7][C:6]=3[CH:8]=2)=[CH:13][N:22]=1.